From a dataset of Full USPTO retrosynthesis dataset with 1.9M reactions from patents (1976-2016). Predict the reactants needed to synthesize the given product. (1) Given the product [CH3:1][O:2][C:3](=[O:27])[C:4]1[C:5](=[C:10]([CH3:26])[C:11]([O:18][S:19]([C:22]([F:23])([F:25])[F:24])(=[O:21])=[O:20])=[CH:12][C:13]=1[OH:14])[C:6]([O:8][CH3:9])=[O:7], predict the reactants needed to synthesize it. The reactants are: [CH3:1][O:2][C:3](=[O:27])[C:4]1[C:5](=[C:10]([CH3:26])[C:11]([O:18][S:19]([C:22]([F:25])([F:24])[F:23])(=[O:21])=[O:20])=[CH:12][C:13]=1[O:14]CC=C)[C:6]([O:8][CH3:9])=[O:7].C(NCC)C. (2) Given the product [CH2:1]([C:8]1[C:17]2[C:12](=[CH:13][C:14]([O:20][CH3:21])=[CH:15][C:16]=2[O:18][CH3:19])[C:11]([NH:23][CH:24]2[CH2:25][CH2:26][N:27]([CH2:30][C:31]3[CH:40]=[CH:39][C:38]4[C:33](=[CH:34][CH:35]=[CH:36][CH:37]=4)[CH:32]=3)[CH2:28][CH2:29]2)=[N:10][N:9]=1)[C:2]1[CH:7]=[CH:6][CH:5]=[CH:4][CH:3]=1, predict the reactants needed to synthesize it. The reactants are: [CH2:1]([C:8]1[C:17]2[C:12](=[CH:13][C:14]([O:20][CH3:21])=[CH:15][C:16]=2[O:18][CH3:19])[C:11](Cl)=[N:10][N:9]=1)[C:2]1[CH:7]=[CH:6][CH:5]=[CH:4][CH:3]=1.[NH2:23][CH:24]1[CH2:29][CH2:28][N:27]([CH2:30][C:31]2[CH:40]=[CH:39][C:38]3[C:33](=[CH:34][CH:35]=[CH:36][CH:37]=3)[CH:32]=2)[CH2:26][CH2:25]1. (3) Given the product [ClH:29].[NH2:1][C:2]1[S:3][CH2:4][C@@H:5]2[CH2:10][N:9]([C:11]3[N:16]=[C:15]([C:17]([OH:20])([CH3:19])[CH3:18])[C:14]([F:21])=[CH:13][N:12]=3)[CH2:8][C@:6]2([C:22]2[S:26][C:25]([C:27]#[N:28])=[CH:24][CH:23]=2)[N:7]=1, predict the reactants needed to synthesize it. The reactants are: [NH2:1][C:2]1[S:3][CH2:4][C@@H:5]2[CH2:10][N:9]([C:11]3[N:16]=[C:15]([C:17]([OH:20])([CH3:19])[CH3:18])[C:14]([F:21])=[CH:13][N:12]=3)[CH2:8][C@:6]2([C:22]2[S:26][C:25]([C:27]#[N:28])=[CH:24][CH:23]=2)[N:7]=1.[ClH:29]. (4) The reactants are: [NH2:1][C:2]1[C:11]([C:12]#[N:13])=[C:10](Cl)[C:9]2[C:4](=[CH:5][CH:6]=[C:7]([N+:15]([O-:17])=[O:16])[CH:8]=2)[N:3]=1.[CH2:18]([NH2:25])[C:19]1[CH:24]=[CH:23][CH:22]=[CH:21][CH:20]=1. Given the product [NH2:1][C:2]1[C:11]([C:12]#[N:13])=[C:10]([NH:25][CH2:18][C:19]2[CH:24]=[CH:23][CH:22]=[CH:21][CH:20]=2)[C:9]2[C:4](=[CH:5][CH:6]=[C:7]([N+:15]([O-:17])=[O:16])[CH:8]=2)[N:3]=1, predict the reactants needed to synthesize it.